From a dataset of Catalyst prediction with 721,799 reactions and 888 catalyst types from USPTO. Predict which catalyst facilitates the given reaction. (1) Reactant: [N+:1]([C:4]1[CH:5]=[N:6][CH:7]=[CH:8][C:9]=1[O:10][C:11]1[CH:12]=[N:13][CH:14]=[C:15]([CH:20]=1)[C:16]([O:18][CH3:19])=[O:17])([O-])=O.C(O)(=O)C.[NH4+].[OH-]. Product: [NH2:1][C:4]1[CH:5]=[N:6][CH:7]=[CH:8][C:9]=1[O:10][C:11]1[CH:12]=[N:13][CH:14]=[C:15]([CH:20]=1)[C:16]([O:18][CH3:19])=[O:17]. The catalyst class is: 292. (2) Reactant: N([O-])=O.[Na+].[CH3:5][C:6]1[CH:12]=[C:11]([S:13]([N:16]2[CH2:21][CH2:20][N:19]([CH3:22])[CH2:18][CH2:17]2)(=[O:15])=[O:14])[CH:10]=[CH:9][C:7]=1N.[BrH:23]. Product: [Br:23][C:7]1[CH:9]=[CH:10][C:11]([S:13]([N:16]2[CH2:21][CH2:20][N:19]([CH3:22])[CH2:18][CH2:17]2)(=[O:15])=[O:14])=[CH:12][C:6]=1[CH3:5]. The catalyst class is: 6. (3) Reactant: [CH:1]([C:3]1[CH:4]=[C:5]([CH:9]=[C:10]([C:12]([O:14]C)=[O:13])[CH:11]=1)[C:6]([OH:8])=[O:7])=[O:2].[Li+].[OH-].Cl. Product: [CH:1]([C:3]1[CH:4]=[C:5]([C:6]([OH:8])=[O:7])[CH:9]=[C:10]([CH:11]=1)[C:12]([OH:14])=[O:13])=[O:2]. The catalyst class is: 387. (4) Reactant: [F:1][C:2]1[CH:3]=[C:4]([OH:8])[CH:5]=[CH:6][CH:7]=1.C([O-])([O-])=O.[Cs+].[Cs+].Br[CH:16]([CH3:22])[C:17]([O:19][CH2:20][CH3:21])=[O:18]. Product: [CH2:20]([O:19][C:17](=[O:18])[CH:16]([O:8][C:4]1[CH:5]=[CH:6][CH:7]=[C:2]([F:1])[CH:3]=1)[CH3:22])[CH3:21]. The catalyst class is: 3. (5) Reactant: Br[C:2]1[C:3](C2C=CC=CC=2)=[N:4][NH:5][CH:6]=1.C1C=C[C:16](/[CH:19]=[CH:20]/[C:21](/[CH:23]=[CH:24]/[C:25]2[CH:30]=[CH:29][CH:28]=[CH:27][CH:26]=2)=O)=[CH:17][CH:18]=1.C1C=C[C:34](/[CH:37]=[CH:38]/[C:39](/[CH:41]=[CH:42]/[C:43]2[CH:48]=[CH:47][CH:46]=[CH:45][CH:44]=2)=[O:40])=CC=1.C1C=CC(/C=C/C(/C=C/C2C=CC=CC=2)=O)=CC=1.[Pd:67].[Pd].C.Cl.C1C=CC(P(C2C=CC=CC=2)C2C=CC=CC=2)=CC=1. Product: [CH2:2]([C:3]1[N:4]([C:48]2[CH:47]=[CH:46][CH:45]=[CH:44][C:43]=2[C:42]2[CH:34]=[CH:37][CH:38]=[C:39]([OH:40])[CH:41]=2)[N:5]=[C:24]([C:25]2[CH:26]=[CH:27][CH:28]=[CH:29][CH:30]=2)[C:23]=1[C:21]1[CH:18]=[CH:17][CH:16]=[CH:19][CH:20]=1)[CH3:6].[Pd:67]. The catalyst class is: 1. (6) Reactant: Cl.[CH3:2][S:3]([C:6]1[CH:12]=[CH:11][C:9]([NH2:10])=[CH:8][CH:7]=1)(=[O:5])=[O:4].C([Al](CC)CC)C.[C:20]([C:22]1[C:23]([CH3:28])=[N:24][CH:25]=[CH:26][CH:27]=1)#[N:21]. Product: [CH3:28][C:23]1[C:22]([C:20](=[NH:21])[NH:10][C:9]2[CH:11]=[CH:12][C:6]([S:3]([CH3:2])(=[O:4])=[O:5])=[CH:7][CH:8]=2)=[CH:27][CH:26]=[CH:25][N:24]=1. The catalyst class is: 68.